From a dataset of Peptide-MHC class I binding affinity with 185,985 pairs from IEDB/IMGT. Regression. Given a peptide amino acid sequence and an MHC pseudo amino acid sequence, predict their binding affinity value. This is MHC class I binding data. (1) The binding affinity (normalized) is 0.0935. The MHC is HLA-B18:01 with pseudo-sequence HLA-B18:01. The peptide sequence is ERYFRIHSL. (2) The peptide sequence is YVIKVSARG. The MHC is Patr-B0101 with pseudo-sequence Patr-B0101. The binding affinity (normalized) is 0. (3) The peptide sequence is EQKLRPNSF. The MHC is HLA-B15:01 with pseudo-sequence HLA-B15:01. The binding affinity (normalized) is 0.158. (4) The peptide sequence is QEEVQQELY. The MHC is HLA-A29:02 with pseudo-sequence HLA-A29:02. The binding affinity (normalized) is 0.157. (5) The peptide sequence is WYIKIFIII. The MHC is HLA-A24:02 with pseudo-sequence HLA-A24:02. The binding affinity (normalized) is 0.0847.